From a dataset of Full USPTO retrosynthesis dataset with 1.9M reactions from patents (1976-2016). Predict the reactants needed to synthesize the given product. Given the product [Cl:1][C:2]1[C:17]([C:18]([F:21])([F:20])[F:19])=[CH:16][C:5]2[N:6]=[C:7]([C:9]3[CH:14]=[CH:13][N:12]=[CH:11][C:10]=3[O:23][CH3:22])[O:8][C:4]=2[CH:3]=1, predict the reactants needed to synthesize it. The reactants are: [Cl:1][C:2]1[C:17]([C:18]([F:21])([F:20])[F:19])=[CH:16][C:5]2[N:6]=[C:7]([C:9]3[CH:14]=[CH:13][N:12]=[CH:11][C:10]=3F)[O:8][C:4]=2[CH:3]=1.[C:22](=O)([O-])[O-:23].[K+].[K+].CO.